This data is from Catalyst prediction with 721,799 reactions and 888 catalyst types from USPTO. The task is: Predict which catalyst facilitates the given reaction. (1) Reactant: Br[C:2]1[CH:15]=[C:14]2[C:5]([O:6][CH2:7][CH2:8][N:9]3[C:13]2=[N:12][C:11]([C:16]2[N:20]([CH:21]([CH3:23])[CH3:22])[N:19]=[C:18]([CH3:24])[N:17]=2)=[CH:10]3)=[CH:4][C:3]=1[O:25][CH3:26].C([Sn](CCCC)(CCCC)[C:32]([O:34][CH2:35][CH3:36])=[CH2:33])CCC.[Li+].[Cl-].[F-].[K+]. Product: [CH2:35]([O:34][C:32]([C:2]1[CH:15]=[C:14]2[C:5]([O:6][CH2:7][CH2:8][N:9]3[C:13]2=[N:12][C:11]([C:16]2[N:20]([CH:21]([CH3:23])[CH3:22])[N:19]=[C:18]([CH3:24])[N:17]=2)=[CH:10]3)=[CH:4][C:3]=1[O:25][CH3:26])=[CH2:33])[CH3:36]. The catalyst class is: 176. (2) Reactant: N([CH2:4][C:5]1[CH:10]=[C:9]([Cl:11])[CH:8]=[CH:7][C:6]=1[C:12]1[N:16]([C:17]([C:30]2[CH:35]=[CH:34][CH:33]=[CH:32][CH:31]=2)([C:24]2[CH:29]=[CH:28][CH:27]=[CH:26][CH:25]=2)[C:18]2[CH:23]=[CH:22][CH:21]=[CH:20][CH:19]=2)[N:15]=[N:14][N:13]=1)=[N+]=[N-].C1C(=O)N([Br:43])C(=O)C1.C(OOC(=O)C1C=CC=CC=1)(=O)C1C=CC=CC=1. Product: [Br:43][CH2:4][C:5]1[CH:10]=[C:9]([Cl:11])[CH:8]=[CH:7][C:6]=1[C:12]1[N:16]([C:17]([C:30]2[CH:35]=[CH:34][CH:33]=[CH:32][CH:31]=2)([C:24]2[CH:29]=[CH:28][CH:27]=[CH:26][CH:25]=2)[C:18]2[CH:23]=[CH:22][CH:21]=[CH:20][CH:19]=2)[N:15]=[N:14][N:13]=1. The catalyst class is: 22. (3) Reactant: [Cl:1][C:2]1[CH:7]=[CH:6][CH:5]=[C:4]([Cl:8])[C:3]=1[C:9]1[CH:13]=[C:12]([C:14]2[CH:15]=[C:16]([NH:20][CH2:21][CH2:22][NH:23][C:24](=[O:30])[O:25][C:26]([CH3:29])([CH3:28])[CH3:27])[CH:17]=[CH:18][CH:19]=2)[O:11][N:10]=1.C(N(CC)CC)C.[Cl:38][CH:39]([Cl:43])[C:40](Cl)=[O:41]. Product: [Cl:38][CH:39]([Cl:43])[C:40]([N:20]([CH2:21][CH2:22][NH:23][C:24](=[O:30])[O:25][C:26]([CH3:27])([CH3:29])[CH3:28])[C:16]1[CH:17]=[CH:18][CH:19]=[C:14]([C:12]2[O:11][N:10]=[C:9]([C:3]3[C:4]([Cl:8])=[CH:5][CH:6]=[CH:7][C:2]=3[Cl:1])[CH:13]=2)[CH:15]=1)=[O:41]. The catalyst class is: 4. (4) Reactant: [CH2:1]([C:5]1[N:6]=[C:7]([CH3:27])[NH:8][C:9](=[O:26])[C:10]=1[CH2:11][C:12]1[CH:17]=[CH:16][C:15]([C:18]2[C:19]([C:24]#[N:25])=[CH:20][CH:21]=[CH:22][CH:23]=2)=[CH:14][CH:13]=1)[CH2:2][CH2:3][CH3:4].[O:28]1[C:32]2[CH:33]=[CH:34][C:35](B(O)O)=[CH:36][C:31]=2[CH2:30][CH2:29]1.C(N(CC)CC)C.N1C=CC=CC=1. Product: [CH2:1]([C:5]1[N:6]=[C:7]([CH3:27])[N:8]([C:35]2[CH:34]=[CH:33][C:32]3[O:28][CH2:29][CH2:30][C:31]=3[CH:36]=2)[C:9](=[O:26])[C:10]=1[CH2:11][C:12]1[CH:17]=[CH:16][C:15]([C:18]2[C:19]([C:24]#[N:25])=[CH:20][CH:21]=[CH:22][CH:23]=2)=[CH:14][CH:13]=1)[CH2:2][CH2:3][CH3:4]. The catalyst class is: 297. (5) Reactant: [BH-](OC(C)=O)(OC(C)=O)OC(C)=O.[Na+].[CH:15]([C:17]1[C:18]([C:22]2[NH:26][CH:25]=[C:24]([C:27]#[N:28])[CH:23]=2)=[N:19][NH:20][CH:21]=1)=O.[CH3:29][C@@H:30]1[CH2:35][NH:34][CH2:33][CH2:32][N:31]1[C:36]1[CH:41]=[CH:40][C:39]([C:42]([F:45])([F:44])[F:43])=[CH:38][N:37]=1.C(O)(=O)C.C(=O)([O-])[O-].[Na+].[Na+]. Product: [CH3:29][C@H:30]1[N:31]([C:36]2[CH:41]=[CH:40][C:39]([C:42]([F:45])([F:43])[F:44])=[CH:38][N:37]=2)[CH2:32][CH2:33][N:34]([CH2:15][C:17]2[C:18]([C:22]3[NH:26][CH:25]=[C:24]([C:27]#[N:28])[CH:23]=3)=[N:19][NH:20][CH:21]=2)[CH2:35]1. The catalyst class is: 2. (6) Reactant: [OH:1][C:2]1[CH:10]=[CH:9][C:5]([C:6]([OH:8])=O)=[CH:4][CH:3]=1.[CH2:11]([O:18][C@@H:19]1[CH2:24][CH2:23][C@H:22]([CH2:25][NH2:26])[CH2:21][CH2:20]1)[C:12]1[CH:17]=[CH:16][CH:15]=[CH:14][CH:13]=1.O.CCN=C=NCCCN(C)C.[OH-].[Na+].Cl. Product: [CH2:11]([O:18][C@@H:19]1[CH2:24][CH2:23][C@H:22]([CH2:25][NH:26][C:6](=[O:8])[C:5]2[CH:4]=[CH:3][C:2]([OH:1])=[CH:10][CH:9]=2)[CH2:21][CH2:20]1)[C:12]1[CH:17]=[CH:16][CH:15]=[CH:14][CH:13]=1. The catalyst class is: 3. (7) Reactant: [C:1]([C:3]1[CH:8]=[CH:7][C:6]([C:9]2[C:10]([C:15]([O:17][C:18]([CH3:21])([CH3:20])[CH3:19])=[O:16])=[CH:11][NH:12][C:13]=2[CH3:14])=[CH:5][CH:4]=1)#[N:2].[I:22]N1C(=O)CCC1=O.[Cl-].[Na+]. Product: [C:1]([C:3]1[CH:4]=[CH:5][C:6]([C:9]2[C:10]([C:15]([O:17][C:18]([CH3:21])([CH3:20])[CH3:19])=[O:16])=[C:11]([I:22])[NH:12][C:13]=2[CH3:14])=[CH:7][CH:8]=1)#[N:2]. The catalyst class is: 3.